From a dataset of Reaction yield outcomes from USPTO patents with 853,638 reactions. Predict the reaction yield, written as a fraction of the theoretical maximum amount of product (1.0 means a 100% yield; for example, 0.34 means a 34% yield). (1) The reactants are [CH3:1][C:2]([C:13]1[CH:18]=[CH:17][C:16]([N:19]2[CH2:24][CH2:23][N:22]([CH3:25])[CH2:21][CH2:20]2)=[CH:15][CH:14]=1)(C(OCC)=O)[C:3]([O:5]CC)=[O:4]. The catalyst is Cl. The product is [CH3:25][N:22]1[CH2:21][CH2:20][N:19]([C:16]2[CH:15]=[CH:14][C:13]([CH:2]([CH3:1])[C:3]([OH:5])=[O:4])=[CH:18][CH:17]=2)[CH2:24][CH2:23]1. The yield is 0.700. (2) The product is [CH3:20][O:19][C:18]1[C:13]2[N:12]=[C:10]([NH:9][C:1](=[O:8])[C:2]3[CH:7]=[CH:6][CH:5]=[CH:4][CH:3]=3)[S:11][C:14]=2[C:15]([CH:21]2[CH2:26][CH2:25][O:24][CH2:23][CH2:22]2)=[N:16][CH:17]=1. The catalyst is C1(C)C=CC=CC=1.[Cu]I. The yield is 0.560. The reactants are [C:1]([NH:9][C:10]([NH:12][C:13]1[C:18]([O:19][CH3:20])=[CH:17][N:16]=[C:15]([CH:21]2[CH2:26][CH2:25][O:24][CH2:23][CH2:22]2)[C:14]=1I)=[S:11])(=[O:8])[C:2]1[CH:7]=[CH:6][CH:5]=[CH:4][CH:3]=1.N1C2C(=CC=C3C=2N=CC=C3)C=CC=1.C(=O)([O-])[O-].[Cs+].[Cs+]. (3) The reactants are [CH:1]([O:14][C:15]1[C:26]2[C:25](=[O:27])[N:24]([CH2:28][C:29]3[CH:34]=[CH:33][C:32]([F:35])=[CH:31][CH:30]=3)[C:23](=[O:36])[C:22]=2[C:21]([OH:37])=[C:20]2[C:16]=1[N:17]=[CH:18][N:19]2[CH2:38][C:39]1[CH:44]=[CH:43][CH:42]=[CH:41][CH:40]=1)([C:8]1[CH:13]=[CH:12][CH:11]=[CH:10][CH:9]=1)[C:2]1[CH:7]=[CH:6][CH:5]=[CH:4][CH:3]=1.[CH3:45]N(C=O)C.C([O-])([O-])=O.[K+].[K+].CI. The catalyst is O. The product is [CH:1]([O:14][C:15]1[C:26]2[C:25](=[O:27])[N:24]([CH2:28][C:29]3[CH:30]=[CH:31][C:32]([F:35])=[CH:33][CH:34]=3)[C:23](=[O:36])[C:22]=2[C:21]([O:37][CH3:45])=[C:20]2[C:16]=1[N:17]=[CH:18][N:19]2[CH2:38][C:39]1[CH:44]=[CH:43][CH:42]=[CH:41][CH:40]=1)([C:8]1[CH:9]=[CH:10][CH:11]=[CH:12][CH:13]=1)[C:2]1[CH:7]=[CH:6][CH:5]=[CH:4][CH:3]=1. The yield is 0.730. (4) The reactants are [F:1][C:2]1[CH:9]=[C:8]([OH:10])[C:7]([N+:11]([O-:13])=[O:12])=[CH:6][C:3]=1[CH:4]=[O:5].[C:14]1([CH2:20]O)[CH:19]=[CH:18][CH:17]=[CH:16][CH:15]=1.C1(P(C2C=CC=CC=2)C2C=CC=CC=2)C=CC=CC=1.N(C(OC(C)C)=O)=NC(OC(C)C)=O. The catalyst is O1CCCC1. The product is [CH2:20]([O:10][C:8]1[C:7]([N+:11]([O-:13])=[O:12])=[CH:6][C:3]([CH:4]=[O:5])=[C:2]([F:1])[CH:9]=1)[C:14]1[CH:19]=[CH:18][CH:17]=[CH:16][CH:15]=1. The yield is 0.680. (5) The reactants are [F:1][C:2]([F:34])([F:33])[CH2:3][O:4][C:5]1[C:10]2[C:11]([O:14][CH2:15][CH:16]3[CH2:21][CH2:20][N:19]([CH2:22][C:23]4([C:29]([O:31]C)=[O:30])[CH2:28][CH2:27][O:26][CH2:25][CH2:24]4)[CH2:18][CH2:17]3)=[N:12][O:13][C:9]=2[CH:8]=[CH:7][CH:6]=1.Cl. The catalyst is O1CCCC1.CO.[OH-].[Na+]. The product is [F:34][C:2]([F:1])([F:33])[CH2:3][O:4][C:5]1[C:10]2[C:11]([O:14][CH2:15][CH:16]3[CH2:17][CH2:18][N:19]([CH2:22][C:23]4([C:29]([OH:31])=[O:30])[CH2:28][CH2:27][O:26][CH2:25][CH2:24]4)[CH2:20][CH2:21]3)=[N:12][O:13][C:9]=2[CH:8]=[CH:7][CH:6]=1. The yield is 0.580. (6) The reactants are [Cl:1][C:2]1[C:3]([CH:7]=[O:8])=[CH:4][S:5][CH:6]=1.[CH3:9][Mg]Br.O1CCCC1.[Cl-].[NH4+]. The catalyst is O1CCCC1. The product is [Cl:1][C:2]1[C:3]([CH:7]([OH:8])[CH3:9])=[CH:4][S:5][CH:6]=1. The yield is 0.770. (7) The reactants are [Cl:1][C:2]1[C:10]2[O:9][CH2:8][CH:7]([O:11][CH3:12])[C:6]=2[C:5]([CH:13]2[C@H:18]([O:19]CC3C=CC=CC=3)[C@@H:17]([O:27]CC3C=CC=CC=3)[C@H:16]([O:35]CC3C=CC=CC=3)[C@@H:15]([CH2:43][O:44]CC3C=CC=CC=3)[O:14]2)=[CH:4][C:3]=1[CH2:52][C:53]1[CH:58]=[CH:57][C:56]([O:59][CH2:60][CH3:61])=[CH:55][CH:54]=1. The catalyst is C1COCC1.CO.[Pd]. The product is [Cl:1][C:2]1[C:10]2[O:9][CH2:8][CH:7]([O:11][CH3:12])[C:6]=2[C:5]([C@H:13]2[C@H:18]([OH:19])[C@@H:17]([OH:27])[C@H:16]([OH:35])[C@@H:15]([CH2:43][OH:44])[O:14]2)=[CH:4][C:3]=1[CH2:52][C:53]1[CH:58]=[CH:57][C:56]([O:59][CH2:60][CH3:61])=[CH:55][CH:54]=1. The yield is 0.540.